This data is from Reaction yield outcomes from USPTO patents with 853,638 reactions. The task is: Predict the reaction yield, written as a fraction of the theoretical maximum amount of product (1.0 means a 100% yield; for example, 0.34 means a 34% yield). (1) The reactants are Cl[C:2]1[C:3](=[O:24])[C:4](=[O:23])[C:5]=1[NH:6][C:7]1[CH:12]=[CH:11][CH:10]=[C:9]([C:13]([N:15]2[CH2:20][CH2:19][N:18]([CH3:21])[CH2:17][CH2:16]2)=[O:14])[C:8]=1[OH:22].[F:25][C:26]1[CH:32]=[C:31]([F:33])[CH:30]=[CH:29][C:27]=1[NH2:28]. The catalyst is CS(C)=O. The product is [OH:22][C:8]1[C:9]([C:13]([N:15]2[CH2:20][CH2:19][N:18]([CH3:21])[CH2:17][CH2:16]2)=[O:14])=[CH:10][CH:11]=[CH:12][C:7]=1[NH:6][C:5]1[C:4](=[O:23])[C:3](=[O:24])[C:2]=1[NH:28][C:27]1[CH:29]=[CH:30][C:31]([F:33])=[CH:32][C:26]=1[F:25]. The yield is 0.210. (2) The reactants are [C:1]([O:10]C)(=O)[C:2]1[C:3](=[CH:5][CH:6]=[CH:7][CH:8]=1)[SH:4].[CH2:12]([NH:18][C:19]1[CH:20]=[C:21]([CH:24]=[CH:25][N:26]=1)[C:22]#[N:23])[CH2:13][CH2:14][CH2:15][CH2:16][CH3:17].C(N(CC)CC)C. The catalyst is C1(C)C=CC=CC=1. The product is [CH2:12]([NH:18][C:19]1[CH:20]=[C:21]([C:22]2[S:4][C:3]3[CH:5]=[CH:6][CH:7]=[CH:8][C:2]=3[C:1](=[O:10])[N:23]=2)[CH:24]=[CH:25][N:26]=1)[CH2:13][CH2:14][CH2:15][CH2:16][CH3:17]. The yield is 0.180. (3) The product is [CH3:41][C:24]1[CH:25]=[C:26]2[C:31](=[C:22]([CH2:21][S:48][C:42]3[CH:47]=[CH:46][CH:45]=[CH:44][CH:43]=3)[CH:23]=1)[O:30][CH:29]([C:32]([F:34])([F:35])[F:33])[C:28]([C:36]([O:38][CH2:39][CH3:40])=[O:37])=[CH:27]2. The catalyst is C1COCC1. The reactants are C1(P(C2C=CC=CC=2)C2C=CC=CC=2)C=CC=CC=1.O[CH2:21][C:22]1[CH:23]=[C:24]([CH3:41])[CH:25]=[C:26]2[C:31]=1[O:30][CH:29]([C:32]([F:35])([F:34])[F:33])[C:28]([C:36]([O:38][CH2:39][CH3:40])=[O:37])=[CH:27]2.[C:42]1([SH:48])[CH:47]=[CH:46][CH:45]=[CH:44][CH:43]=1.CCOC(/N=N/C(OCC)=O)=O. The yield is 0.980. (4) The reactants are [CH2:1]([NH:3][CH2:4][CH3:5])[CH3:2].[S:6]([O-:10])([OH:9])(=[O:8])=[O:7].[CH3:11][N:12]([C+:14]([N:16]([CH3:18])[CH3:17])Cl)[CH3:13]. The catalyst is O. The product is [S:6]([O-:10])([OH:9])(=[O:8])=[O:7].[CH3:11][N:12]([CH3:13])[C:14]([N:16]([CH3:18])[CH3:17])=[N+:3]([CH2:4][CH3:5])[CH2:1][CH3:2]. The yield is 0.820. (5) The reactants are [I:1][C:2]1[CH:3]=[C:4]2[C:8](=[CH:9][CH:10]=1)[NH:7][C:6](=[O:11])[C:5]2=O.[N+:13]([C:16]1[CH:27]=[CH:26][C:19]([O:20][CH2:21][C:22]([NH:24][NH2:25])=[O:23])=[CH:18][CH:17]=1)([O-:15])=[O:14]. The catalyst is C(O)(=O)C. The product is [I:1][C:2]1[CH:3]=[C:4]2[C:8](=[CH:9][CH:10]=1)[NH:7][C:6](=[O:11])[C:5]2=[N:25][NH:24][C:22](=[O:23])[CH2:21][O:20][C:19]1[CH:18]=[CH:17][C:16]([N+:13]([O-:15])=[O:14])=[CH:27][CH:26]=1. The yield is 0.850. (6) The reactants are [C:1]([O:5][C:6]([NH:8][CH:9]([C:29]([N:31]1[CH2:36][CH2:35][O:34][CH2:33][CH2:32]1)=[O:30])[CH2:10][C:11]1[CH:28]=[CH:27][C:14]([O:15][C:16]2[CH:21]=[CH:20][C:19]([CH2:22][CH2:23][C:24]([OH:26])=O)=[CH:18][CH:17]=2)=[CH:13][CH:12]=1)=[O:7])([CH3:4])([CH3:3])[CH3:2].ON1C2C=CC=CC=2N=N1.CCN=C=NCCCN(C)C.C(N(CC)CC)C.Cl.[CH2:66]([O:73][NH2:74])[C:67]1[CH:72]=[CH:71][CH:70]=[CH:69][CH:68]=1. The catalyst is CN(C=O)C. The product is [C:1]([O:5][C:6](=[O:7])[NH:8][CH:9]([CH2:10][C:11]1[CH:12]=[CH:13][C:14]([O:15][C:16]2[CH:17]=[CH:18][C:19]([CH2:22][CH2:23][C:24](=[O:26])[NH:74][O:73][CH2:66][C:67]3[CH:72]=[CH:71][CH:70]=[CH:69][CH:68]=3)=[CH:20][CH:21]=2)=[CH:27][CH:28]=1)[C:29]([N:31]1[CH2:36][CH2:35][O:34][CH2:33][CH2:32]1)=[O:30])([CH3:4])([CH3:2])[CH3:3]. The yield is 0.660. (7) The reactants are [Br:1][C:2]1[N:3]=[C:4]([C:12]#[C:13][Si](C)(C)C)[C:5]([NH:8]C(=O)C)=[N:6][CH:7]=1.[F-].C([N+](CCCC)(CCCC)CCCC)CCC. The catalyst is C1COCC1. The product is [Br:1][C:2]1[N:3]=[C:4]2[CH:12]=[CH:13][NH:8][C:5]2=[N:6][CH:7]=1. The yield is 0.430. (8) The reactants are [CH:1]([C:3]1[CH:18]=[CH:17][C:6]([O:7][C:8]2[CH:16]=[CH:15][C:11]([C:12]([NH2:14])=[O:13])=[CH:10][N:9]=2)=[C:5]([O:19][CH3:20])[CH:4]=1)=O.[CH2:21]([NH2:26])[CH2:22][CH:23]([CH3:25])[CH3:24]. No catalyst specified. The product is [CH3:20][O:19][C:5]1[CH:4]=[C:3]([CH2:1][NH:26][CH2:21][CH2:22][CH:23]([CH3:25])[CH3:24])[CH:18]=[CH:17][C:6]=1[O:7][C:8]1[CH:16]=[CH:15][C:11]([C:12]([NH2:14])=[O:13])=[CH:10][N:9]=1. The yield is 0.303. (9) The reactants are Cl.[F:2][C:3]1[CH:41]=[CH:40][CH:39]=[C:38]([F:42])[C:4]=1[CH2:5][N:6]1[C:11]2[S:12][C:13]([C:19]3[CH:24]=[CH:23][C:22]([N+:25]([O-])=O)=[CH:21][CH:20]=3)=[C:14]([CH2:15][N:16]([CH3:18])[CH3:17])[C:10]=2[C:9](=[O:28])[N:8]([C:29]2[N:30]=[N:31][C:32]([O:35][CH3:36])=[CH:33][CH:34]=2)[C:7]1=[O:37].CO.Cl.O. The catalyst is [Pd].C(N(CC)CC)C. The product is [NH2:25][C:22]1[CH:23]=[CH:24][C:19]([C:13]2[S:12][C:11]3[N:6]([CH2:5][C:4]4[C:38]([F:42])=[CH:39][CH:40]=[CH:41][C:3]=4[F:2])[C:7](=[O:37])[N:8]([C:29]4[N:30]=[N:31][C:32]([O:35][CH3:36])=[CH:33][CH:34]=4)[C:9](=[O:28])[C:10]=3[C:14]=2[CH2:15][N:16]([CH3:17])[CH3:18])=[CH:20][CH:21]=1. The yield is 0.863. (10) The reactants are I[C:2]1[CH:12]=[CH:11][C:5]([C:6]([O:8][CH2:9][CH3:10])=[O:7])=[CH:4][CH:3]=1.[Cl-].[Li+].C([Mg]Cl)(C)C.[CH3:20][C:21]1([CH3:28])[CH2:24][CH:23]([C:25](Cl)=[O:26])[CH2:22]1. The catalyst is O1CCCC1.[Cu]I. The product is [CH3:20][C:21]1([CH3:28])[CH2:24][CH:23]([C:25]([C:2]2[CH:12]=[CH:11][C:5]([C:6]([O:8][CH2:9][CH3:10])=[O:7])=[CH:4][CH:3]=2)=[O:26])[CH2:22]1. The yield is 0.830.